This data is from Retrosynthesis with 50K atom-mapped reactions and 10 reaction types from USPTO. The task is: Predict the reactants needed to synthesize the given product. (1) Given the product CN(c1ccc(C(=O)O)cc1)C(C(=O)N(c1ccccc1)c1ccc2cccc-2o1)c1ccc(C(C)(C)C)cc1, predict the reactants needed to synthesize it. The reactants are: CN(c1ccc(C(=O)OC(C)(C)C)cc1)C(C(=O)N(c1ccccc1)c1ccc2cccc-2o1)c1ccc(C(C)(C)C)cc1. (2) Given the product CCSc1ncc(C(=O)N(C)OC)c(N)n1, predict the reactants needed to synthesize it. The reactants are: CCSc1ncc(C(=O)O)c(N)n1.CNOC. (3) Given the product NC(=O)c1cnc(Nc2ccc(N3CCNCC3)cc2)nc1NCc1ccccc1, predict the reactants needed to synthesize it. The reactants are: CC(C)(C)OC(=O)N1CCN(c2ccc(Nc3ncc(C(N)=O)c(NCc4ccccc4)n3)cc2)CC1. (4) The reactants are: CC(C)(C)OC(=O)N[C@@H](CO)C(=O)O.CC(C)C[C@H](NC(=O)c1cc2ccccc2s1)C(=O)N1CCNCC1. Given the product CC(C)C[C@H](NC(=O)c1cc2ccccc2s1)C(=O)N1CCN(C(=O)[C@H](CO)NC(=O)OC(C)(C)C)CC1, predict the reactants needed to synthesize it. (5) Given the product OCc1cc(COC2CCCCO2)no1, predict the reactants needed to synthesize it. The reactants are: CCOC(=O)c1cc(COC2CCCCO2)no1. (6) Given the product CCCCCCCCc1ccc(C2CC(N)(CO)CO2)cc1, predict the reactants needed to synthesize it. The reactants are: CCCCCCCCc1ccc(C2CC(N)(C(=O)O)CO2)cc1. (7) Given the product OC1(/C=C/c2ccccc2)CCNCC1, predict the reactants needed to synthesize it. The reactants are: OC1(C#Cc2ccccc2)CCNCC1. (8) Given the product Cn1cc(C(=O)NCCO)c(Nc2ccc(CCCO)cc2F)cc1=O, predict the reactants needed to synthesize it. The reactants are: Cn1cc(C(=O)NCCO)c(Nc2ccc(C#CCO)cc2F)cc1=O.